Dataset: Reaction yield outcomes from USPTO patents with 853,638 reactions. Task: Predict the reaction yield, written as a fraction of the theoretical maximum amount of product (1.0 means a 100% yield; for example, 0.34 means a 34% yield). (1) The reactants are [Cl:1][C:2]1[CH:3]=[C:4]([CH:7]=[CH:8][CH:9]=1)[CH:5]=[O:6].[CH:10]([Mg]Cl)=[CH2:11]. The catalyst is C1COCC1. The product is [Cl:1][C:2]1[CH:3]=[C:4]([CH:5]([OH:6])[CH:10]=[CH2:11])[CH:7]=[CH:8][CH:9]=1. The yield is 0.440. (2) The reactants are [F:1][C:2]1[CH:3]=[C:4]([CH:31]=[CH:32][C:33]=1[NH:34][C:35]([C:37]1([C:40](=[O:49])[NH:41][C:42]2[CH:47]=[CH:46][C:45]([F:48])=[CH:44][CH:43]=2)[CH2:39][CH2:38]1)=[O:36])[O:5][C:6]1[CH:11]=[CH:10][N:9]=[C:8]([N:12]([C:22]([O:24]C2C=CC=CC=2)=O)C(=O)OC2C=CC=CC=2)[CH:7]=1.[N:50]1([CH:55]2[CH2:60][CH2:59][NH:58][CH2:57][CH2:56]2)[CH2:54][CH2:53][CH2:52][CH2:51]1. The catalyst is CN(C)C=O. The product is [F:48][C:45]1[CH:44]=[CH:43][C:42]([NH:41][C:40]([C:37]2([C:35]([NH:34][C:33]3[CH:32]=[CH:31][C:4]([O:5][C:6]4[CH:11]=[CH:10][N:9]=[C:8]([NH:12][C:22]([N:58]5[CH2:59][CH2:60][CH:55]([N:50]6[CH2:54][CH2:53][CH2:52][CH2:51]6)[CH2:56][CH2:57]5)=[O:24])[CH:7]=4)=[CH:3][C:2]=3[F:1])=[O:36])[CH2:38][CH2:39]2)=[O:49])=[CH:47][CH:46]=1. The yield is 0.814. (3) The catalyst is CN(C)C=O. The yield is 0.940. The reactants are F[C:2]1[CH:3]=[C:4]([OH:11])[CH:5]=[CH:6][C:7]=1[N+:8]([O-:10])=[O:9].[NH:12]1[CH2:17][CH2:16][O:15][CH2:14][CH2:13]1.C(=O)([O-])[O-].[Ca+2]. The product is [O:15]1[CH2:16][CH2:17][N:12]([C:2]2[CH:3]=[C:4]([OH:11])[CH:5]=[CH:6][C:7]=2[N+:8]([O-:10])=[O:9])[CH2:13][CH2:14]1.